Task: Regression. Given a peptide amino acid sequence and an MHC pseudo amino acid sequence, predict their binding affinity value. This is MHC class I binding data.. Dataset: Peptide-MHC class I binding affinity with 185,985 pairs from IEDB/IMGT (1) The peptide sequence is TPGPGTRYPL. The MHC is HLA-A30:01 with pseudo-sequence HLA-A30:01. The binding affinity (normalized) is 0.0960. (2) The peptide sequence is YTGLKALVL. The MHC is HLA-B15:17 with pseudo-sequence HLA-B15:17. The binding affinity (normalized) is 0.943. (3) The peptide sequence is ELVTRKCPQK. The MHC is HLA-A33:01 with pseudo-sequence HLA-A33:01. The binding affinity (normalized) is 0.0413. (4) The peptide sequence is LPPVVAKEI. The MHC is HLA-A02:01 with pseudo-sequence HLA-A02:01. The binding affinity (normalized) is 0.120. (5) The peptide sequence is SMMVILPDK. The MHC is HLA-A02:06 with pseudo-sequence HLA-A02:06. The binding affinity (normalized) is 0. (6) The peptide sequence is ETYTRPEIDV. The MHC is HLA-A02:03 with pseudo-sequence HLA-A02:03. The binding affinity (normalized) is 0.195. (7) The peptide sequence is FRYNGLIHR. The MHC is HLA-A68:02 with pseudo-sequence HLA-A68:02. The binding affinity (normalized) is 0.